From a dataset of NCI-60 drug combinations with 297,098 pairs across 59 cell lines. Regression. Given two drug SMILES strings and cell line genomic features, predict the synergy score measuring deviation from expected non-interaction effect. (1) Drug 1: C1=CC(=CC=C1CCCC(=O)O)N(CCCl)CCCl. Drug 2: C(=O)(N)NO. Cell line: EKVX. Synergy scores: CSS=-9.06, Synergy_ZIP=1.88, Synergy_Bliss=-11.1, Synergy_Loewe=-16.9, Synergy_HSA=-13.7. (2) Drug 1: CC(C1=C(C=CC(=C1Cl)F)Cl)OC2=C(N=CC(=C2)C3=CN(N=C3)C4CCNCC4)N. Synergy scores: CSS=0.780, Synergy_ZIP=-1.89, Synergy_Bliss=-2.58, Synergy_Loewe=-4.95, Synergy_HSA=-2.66. Cell line: TK-10. Drug 2: CC1=C(N=C(N=C1N)C(CC(=O)N)NCC(C(=O)N)N)C(=O)NC(C(C2=CN=CN2)OC3C(C(C(C(O3)CO)O)O)OC4C(C(C(C(O4)CO)O)OC(=O)N)O)C(=O)NC(C)C(C(C)C(=O)NC(C(C)O)C(=O)NCCC5=NC(=CS5)C6=NC(=CS6)C(=O)NCCC[S+](C)C)O. (3) Drug 1: CC1CCC2CC(C(=CC=CC=CC(CC(C(=O)C(C(C(=CC(C(=O)CC(OC(=O)C3CCCCN3C(=O)C(=O)C1(O2)O)C(C)CC4CCC(C(C4)OC)O)C)C)O)OC)C)C)C)OC. Drug 2: CC1CCC2CC(C(=CC=CC=CC(CC(C(=O)C(C(C(=CC(C(=O)CC(OC(=O)C3CCCCN3C(=O)C(=O)C1(O2)O)C(C)CC4CCC(C(C4)OC)OCCO)C)C)O)OC)C)C)C)OC. Cell line: M14. Synergy scores: CSS=4.39, Synergy_ZIP=-3.49, Synergy_Bliss=-6.36, Synergy_Loewe=-9.39, Synergy_HSA=-8.35. (4) Drug 1: CCC1=CC2CC(C3=C(CN(C2)C1)C4=CC=CC=C4N3)(C5=C(C=C6C(=C5)C78CCN9C7C(C=CC9)(C(C(C8N6C)(C(=O)OC)O)OC(=O)C)CC)OC)C(=O)OC.C(C(C(=O)O)O)(C(=O)O)O. Drug 2: C1=CN(C=N1)CC(O)(P(=O)(O)O)P(=O)(O)O. Cell line: MCF7. Synergy scores: CSS=8.44, Synergy_ZIP=-9.70, Synergy_Bliss=-14.2, Synergy_Loewe=-39.6, Synergy_HSA=-12.6.